From a dataset of Rat liver microsome stability data. Regression/Classification. Given a drug SMILES string, predict its absorption, distribution, metabolism, or excretion properties. Task type varies by dataset: regression for continuous measurements (e.g., permeability, clearance, half-life) or binary classification for categorical outcomes (e.g., BBB penetration, CYP inhibition). Dataset: rlm. (1) The molecule is Cn1c(=O)c2c(-c3ccc(Br)cc3)n(CCc3ccccc3)cc2n(C)c1=O. The result is 1 (stable in rat liver microsomes). (2) The compound is CC[C@H](NS(=O)(=O)c1ccc(-c2sc(C(=O)NCC(C)(C)O)nc2C(=O)N(CC)CC)c(Cl)c1Cl)C(F)(F)F. The result is 0 (unstable in rat liver microsomes).